From a dataset of Kinase inhibitor binding affinity data with 442 proteins and 68 drugs (Kd values). Regression. Given a target protein amino acid sequence and a drug SMILES string, predict the binding affinity score between them. We predict pKd (pKd = -log10(Kd in M); higher means stronger binding). Dataset: davis. (1) The drug is Cc1ccc(F)c(NC(=O)Nc2ccc(-c3cccc4[nH]nc(N)c34)cc2)c1. The target protein (BTK) has sequence MAAVILESIFLKRSQQKKKTSPLNFKKRLFLLTVHKLSYYEYDFERGRRGSKKGSIDVEKITCVETVVPEKNPPPERQIPRRGEESSEMEQISIIERFPYPFQVVYDEGPLYVFSPTEELRKRWIHQLKNVIRYNSDLVQKYHPCFWIDGQYLCCSQTAKNAMGCQILENRNGSLKPGSSHRKTKKPLPPTPEEDQILKKPLPPEPAAAPVSTSELKKVVALYDYMPMNANDLQLRKGDEYFILEESNLPWWRARDKNGQEGYIPSNYVTEAEDSIEMYEWYSKHMTRSQAEQLLKQEGKEGGFIVRDSSKAGKYTVSVFAKSTGDPQGVIRHYVVCSTPQSQYYLAARNCLVNDQGVVKVSDFGLSRYVLDDEYTSSVGSKFPVRWSPPEVLMYSKFSSKSDIWAFGVLMWEIYSLGKMPYERFTNSETAEHIAQGLRLYRPHLASEKVYTIMYSCWHEKADERPTFKILLSNILDVMDEES. The pKd is 5.0. (2) The small molecule is CN(C)CC=CC(=O)Nc1cc2c(Nc3ccc(F)c(Cl)c3)ncnc2cc1OC1CCOC1. The target protein (RPS6KA4(KinDom.2-C-terminal)) has sequence MGDEDDDESCAVELRITEANLTGHEEKVSVENFELLKVLGTGAYGKVFLVRKAGGHDAGKLYAMKVLRKAALVQRAKTQEHTRTERSVLELVRQAPFLVTLHYAFQTDAKLHLILDYVSGGEMFTHLYQRQYFKEAEVRVYGGEIVLALEHLHKLGIIYRDLKLENVLLDSEGHIVLTDFGLSKEFLTEEKERTFSFCGTIEYMAPEIIRSKTGHGKAVDWWSLGILLFELLTGASPFTLEGERNTQAEVSRRILKCSPPFPPRIGPVAQDLLQRLLCKDPKKRLGAGPQGAQEVRNHPFFQGLDWVALAARKIPAPFRPQIRSELDVGNFAEEFTRLEPVYSPPGSPPPGDPRIFQGYSFVAPSILFDHNNAVMTDGLEAPGAGDRPGRAAVARSAMMQDSPFFQQYELDLREPALGQGSFSVCRRCRQRQSGQEFAVKILSRRLEANTQREVAALRLCQSHPNVVNLHEVHHDQLHTYLVLELLRGGELLEHIRKKRH.... The pKd is 5.0. (3) The drug is CCN(CC)CCNC(=O)c1c(C)[nH]c(C=C2C(=O)Nc3ccc(F)cc32)c1C. The target protein (MAP3K15) has sequence MESGGGNAPAGALGAASESPQCPPPPGVEGAAGPAEPDGAAEGAAGGSGEGESGGGPRRALRAVYVRSESSQGGAAGGPEAGARQCLLRACEAEGAHLTSVPFGELDFGETAVLDAFYDADVAVVDMSDVSRQPSLFYHLGVRESFDMANNVILYHDTDADTALSLKDMVTQKNTASSGNYYFIPYIVTPCADYFCCESDAQRRASEYMQPNWDNILGPLCMPLVDRFISLLKDIHVTSCVYYKETLLNDIRKAREKYQGEELAKELARIKLRMDNTEVLTSDIIINLLLSYRDIQDYDAMVKLVETLEMLPTCDLADQHNIKFHYAFALNRRNSTGDREKALQIMLQVLQSCDHPGPDMFCLCGRIYKDIFLDSDCKDDTSRDSAIEWYRKGFELQSSLYSGINLAVLLIVAGQQFETSLELRKIGVRLNSLLGRKGSLEKMNNYWDVGQFFSVSMLAHDVGKAVQAAERLFKLKPPVWYLRSLVQNLLLIRRFKKTII.... The pKd is 5.9. (4) The small molecule is COc1cc(Nc2ncc(F)c(Nc3ccc4c(n3)NC(=O)C(C)(C)O4)n2)cc(OC)c1OC.O=S(=O)(O)c1ccccc1. The target protein (CDK11) has sequence MDYDFKAKLAAERERVEDLFEYEGCKVGRGTYGHVYKARRKDGKDEKEYALKQIEGTGISMSACREIALLRELKHPNVIALQKVFLSHSDRKVWLLFDYAEHDLWHIIKFHRASKANKKPMQLPRSMVKSLLYQILDGIHYLHANWVLHRDLKPANILVMGEGPERGRVKIADMGFARLFNSPLKPLADLDPVVVTFWYRAPELLLGARHYTKAIDIWAIGCIFAELLTSEPIFHCRQEDIKTSNPFHHDQLDRIFSVMGFPADKDWEDIRKMPEYPTLQKDFRRTTYANSSLIKYMEKHKVKPDSKVFLLLQKLLTMDPTKRITSEQALQDPYFQEDPLPTLDVFAGCQIPYPKREFLNEDDPEEKGDKNQQQQQNQHQQPTAPPQQAAAPPQAPPPQQNSTQTNGTAGGAGAGVGGTGAGLQHSQDSSLNQVPPNKKPRLGPSGANSGGPVMPSDYQHSSSRLNYQSSVQGSSQSQSTLGYSSSSQQSSQYHPSHQAH.... The pKd is 5.0. (5) The drug is CCC1C(=O)N(C)c2cnc(Nc3ccc(C(=O)NC4CCN(C)CC4)cc3OC)nc2N1C1CCCC1. The target protein (STK36) has sequence MEKYHVLEMIGEGSFGRVYKGRRKYSAQVVALKFIPKLGRSEKELRNLQREIEIMRGLRHPNIVHMLDSFETDKEVVVVTDYAEGELFQILEDDGKLPEDQVQAIAAQLVSALYYLHSHRILHRDMKPQNILLAKGGGIKLCDFGFARAMSTNTMVLTSIKGTPLYMSPELVEERPYDHTADLWSVGCILYELAVGTPPFYATSIFQLVSLILKDPVRWPSTISPCFKNFLQGLLTKDPRQRLSWPDLLYHPFIAGHVTIITEPAGPDLGTPFTSRLPPELQVLKDEQAHRLAPKGNQSRILTQAYKRMAEEAMQKKHQNTGPALEQEDKTSKVAPGTAPLPRLGATPQESSLLAGILASELKSSWAKSGTGEVPSAPRENRTTPDCERAFPEERPEVLGQRSTDVVDLENEEPDSDNEWQHLLETTEPVPIQLKAPLTLLCNPDFCQRIQSQLHEAGGQILKGILEGASHILPAFRVLSSLLSSCSDSVALYSFCREAG.... The pKd is 5.0. (6) The target protein (LOK) has sequence MAFANFRRILRLSTFEKRKSREYEHVRRDLDPNEVWEIVGELGDGAFGKVYKAKNKETGALAAAKVIETKSEEELEDYIVEIEILATCDHPYIVKLLGAYYHDGKLWIMIEFCPGGAVDAIMLELDRGLTEPQIQVVCRQMLEALNFLHSKRIIHRDLKAGNVLMTLEGDIRLADFGVSAKNLKTLQKRDSFIGTPYWMAPEVVMCETMKDTPYDYKADIWSLGITLIEMAQIEPPHHELNPMRVLLKIAKSDPPTLLTPSKWSVEFRDFLKIALDKNPETRPSAAQLLEHPFVSSITSNKALRELVAEAKAEVMEEIEDGRDEGEEEDAVDAASTLENHTQNSSEVSPPSLNADKPLEESPSTPLAPSQSQDSVNEPCSQPSGDRSLQTTSPPVVAPGNENGLAVPVPLRKSRPVSMDARIQVAQEKQVAEQGGDLSPAANRSQKASQSRPNSSALETLGGEKLANGSLEPPAQAAPGPSKRDSDCSSLCTSESMDYGT.... The compound is Cc1cc2c(F)c(Oc3ncnn4cc(OCC(C)O)c(C)c34)ccc2[nH]1. The pKd is 6.7. (7) The pKd is 6.6. The compound is CC12OC(CC1(O)CO)n1c3ccccc3c3c4c(c5c6ccccc6n2c5c31)CNC4=O. The target protein (PIK3C2G) has sequence MAYSWQTDPNPNESHEKQYEHQEFLFVNQPHSSSQVSLGFDQIVDEISGKIPHYESEIDENTFFVPTAPKWDSTGHSLNEAHQISLNEFTSKSRELSWHQVSKAPAIGFSPSVLPKPQNTNKECSWGSPIGKHHGADDSRFSILAPSFTSLDKINLEKELENENHNYHIGFESSIPPTNSSFSSDFMPKEENKRSGHVNIVEPSLMLLKGSLQPGMWESTWQKNIESIGCSIQLVEVPQSSNTSLASFCNKVKKIRERYHAADVNFNSGKIWSTTTAFPYQLFSKTKFNIHIFIDNSTQPLHFMPCANYLVKDLIAEILHFCTNDQLLPKDHILSVCGSEEFLQNDHCLGSHKMFQKDKSVIQLHLQKSREAPGKLSRKHEEDHSQFYLNQLLEFMHIWKVSRQCLLTLIRKYDFHLKYLLKTQENVYNIIEEVKKICSVLGCVETKQITDAVNELSLILQRKGENFYQSSETSAKGLIEKVTTELSTSIYQLINVYCNS.... (8) The drug is CNC(=O)c1cc(Oc2ccc(NC(=O)Nc3ccc(Cl)c(C(F)(F)F)c3)cc2)ccn1. The target protein (DMPK) has sequence MSAEVRLRRLQQLVLDPGFLGLEPLLDLLLGVHQELGASELAQDKYVADFLQWAEPIVVRLKEVRLQRDDFEILKVIGRGAFSEVAVVKMKQTGQVYAMKIMNKWDMLKRGEVSCFREERDVLVNGDRRWITQLHFAFQDENYLYLVMEYYVGGDLLTLLSKFGERIPAEMARFYLAEIVMAIDSVHRLGYVHRDIKPDNILLDRCGHIRLADFGSCLKLRADGTVRSLVAVGTPDYLSPEILQAVGGGPGTGSYGPECDWWALGVFAYEMFYGQTPFYADSTAETYGKIVHYKEHLSLPLVDEGVPEEARDFIQRLLCPPETRLGRGGAGDFRTHPFFFGLDWDGLRDSVPPFTPDFEGATDTCNFDLVEDGLTAMVSGGGETLSDIREGAPLGVHLPFVGYSYSCMALRDSEVPGPTPMELEAEQLLEPHVQAPSLEPSVSPQDETAEVAVPAAVPAAEAEAEVTLRELQEALEEEVLTRQSLSREMEAIRTDNQNFA.... The pKd is 5.0. (9) The compound is Cn1cnc2c(F)c(Nc3ccc(Br)cc3Cl)c(C(=O)NOCCO)cc21. The target protein (PRKR) has sequence MAGDLSAGFFMEELNTYRQKQGVVLKYQELPNSGPPHDRRFTFQVIIDGREFPEGEGRSKKEAKNAAAKLAVEILNKEKKAVSPLLLTTTNSSEGLSMGNYIGLINRIAQKKRLTVNYEQCASGVHGPEGFHYKCKMGQKEYSIGTGSTKQEAKQLAAKLAYLQILSEETSVKSDYLSSGSFATTCESQSNSLVTSTLASESSSEGDFSADTSEINSNSDSLNSSSLLMNGLRNNQRKAKRSLAPRFDLPDMKETKYTVDKRFGMDFKEIELIGSGGFGQVFKAKHRIDGKTYVIKRVKYNNEKAEREVKALAKLDHVNIVHYNGCWDGFDYDPETSDDSLESSDYDPENSKNSSRSKTKCLFIQMEFCDKGTLEQWIEKRRGEKLDKVLALELFEQITKGVDYIHSKKLIHRDLKPSNIFLVDTKQVKIGDFGLVTSLKNDGKRTRSKGTLRYMSPEQISSQDYGKEVDLYALGLILAELLHVCDTAFETSKFFTDLRD.... The pKd is 5.0.